From a dataset of Reaction yield outcomes from USPTO patents with 853,638 reactions. Predict the reaction yield, written as a fraction of the theoretical maximum amount of product (1.0 means a 100% yield; for example, 0.34 means a 34% yield). (1) The reactants are Br[C:2]1[C:7](=[O:8])[N:6]([CH2:9][C:10]2[CH:15]=[CH:14][C:13]([C:16]3[C:17]([C:22]#[N:23])=[CH:18][CH:19]=[CH:20][CH:21]=3)=[CH:12][CH:11]=2)[C:5]([S:24][CH2:25][CH3:26])=[N:4][C:3]=1[CH3:27].[C:28]1(B(O)O)[CH:33]=[CH:32][CH:31]=[CH:30][CH:29]=1.C(=O)([O-])[O-].[Cs+].[Cs+]. The catalyst is O1CCOCC1.C(OCC)(=O)C.C1C=CC([P]([Pd]([P](C2C=CC=CC=2)(C2C=CC=CC=2)C2C=CC=CC=2)([P](C2C=CC=CC=2)(C2C=CC=CC=2)C2C=CC=CC=2)[P](C2C=CC=CC=2)(C2C=CC=CC=2)C2C=CC=CC=2)(C2C=CC=CC=2)C2C=CC=CC=2)=CC=1. The product is [CH2:25]([S:24][C:5]1[N:6]([CH2:9][C:10]2[CH:15]=[CH:14][C:13]([C:16]3[C:17]([C:22]#[N:23])=[CH:18][CH:19]=[CH:20][CH:21]=3)=[CH:12][CH:11]=2)[C:7](=[O:8])[C:2]([C:28]2[CH:33]=[CH:32][CH:31]=[CH:30][CH:29]=2)=[C:3]([CH3:27])[N:4]=1)[CH3:26]. The yield is 0.260. (2) The reactants are F[C:2]1[CH:7]=[CH:6][C:5]([C:8]2[CH:9]=[N:10][C:11]([N:14]3[CH2:19][CH2:18][N:17]([S:20]([CH2:23][C@H:24]([CH:28]([CH3:30])[CH3:29])[C:25]([OH:27])=[O:26])(=[O:22])=[O:21])[CH2:16][CH2:15]3)=[N:12][CH:13]=2)=[CH:4][CH:3]=1.C([C@@H:38]1COC(=O)[N:39]1C([C@@H](C(C)C)CS(N1CCN(C2N=CC(C3C=CC(C#N)=CC=3)=CN=2)CC1)(=O)=O)=O)C1C=CC=CC=1. No catalyst specified. The product is [C:38]([C:2]1[CH:7]=[CH:6][C:5]([C:8]2[CH:13]=[N:12][C:11]([N:14]3[CH2:19][CH2:18][N:17]([S:20]([CH2:23][C@H:24]([CH:28]([CH3:29])[CH3:30])[C:25]([OH:27])=[O:26])(=[O:21])=[O:22])[CH2:16][CH2:15]3)=[N:10][CH:9]=2)=[CH:4][CH:3]=1)#[N:39]. The yield is 0.140.